From a dataset of Forward reaction prediction with 1.9M reactions from USPTO patents (1976-2016). Predict the product of the given reaction. (1) Given the reactants [CH3:1][O:2][C:3](=[O:38])[CH2:4][O:5][C:6]1[CH:11]=[CH:10][C:9]([N:12](C(OC(C)(C)C)=O)[CH2:13][C:14]2[S:18][C:17]([C:19]3[CH:24]=[CH:23][C:22]([C:25]([F:28])([F:27])[F:26])=[CH:21][CH:20]=3)=[N:16][C:15]=2[CH3:29])=[CH:8][C:7]=1[CH3:37].C(O)(C(F)(F)F)=O, predict the reaction product. The product is: [CH3:1][O:2][C:3](=[O:38])[CH2:4][O:5][C:6]1[CH:11]=[CH:10][C:9]([NH:12][CH2:13][C:14]2[S:18][C:17]([C:19]3[CH:24]=[CH:23][C:22]([C:25]([F:28])([F:26])[F:27])=[CH:21][CH:20]=3)=[N:16][C:15]=2[CH3:29])=[CH:8][C:7]=1[CH3:37]. (2) The product is: [C:1]([O:5][C:6](=[O:26])[NH:7][C:8]1[C:13]([NH:14][C:30](=[O:29])[CH2:31][C:32]([C:34]2[CH:41]=[CH:40][CH:39]=[C:36]([C:37]#[N:38])[CH:35]=2)=[O:33])=[CH:12][C:11]([C:15]2[CH:20]=[CH:19][CH:18]=[C:17]([F:21])[C:16]=2[F:22])=[C:10]([N:23]([CH3:24])[CH3:25])[CH:9]=1)([CH3:4])([CH3:3])[CH3:2]. Given the reactants [C:1]([O:5][C:6](=[O:26])[NH:7][C:8]1[C:13]([NH2:14])=[CH:12][C:11]([C:15]2[CH:20]=[CH:19][CH:18]=[C:17]([F:21])[C:16]=2[F:22])=[C:10]([N:23]([CH3:25])[CH3:24])[CH:9]=1)([CH3:4])([CH3:3])[CH3:2].CC1(C)[O:33][C:32]([C:34]2[CH:35]=[C:36]([CH:39]=[CH:40][CH:41]=2)[C:37]#[N:38])=[CH:31][C:30](=O)[O:29]1, predict the reaction product. (3) Given the reactants C[Si](C)(C)N[Si](C)(C)C.[Li].[Br:11][C:12]1[CH:13]=[C:14]2[C:18](=[CH:19][CH:20]=1)[NH:17][CH:16]=[CH:15]2.[CH:21]([Si:24](Cl)([CH:28]([CH3:30])[CH3:29])[CH:25]([CH3:27])[CH3:26])([CH3:23])[CH3:22].O, predict the reaction product. The product is: [Br:11][C:12]1[CH:13]=[C:14]2[C:18](=[CH:19][CH:20]=1)[N:17]([Si:24]([CH:28]([CH3:30])[CH3:29])([CH:25]([CH3:27])[CH3:26])[CH:21]([CH3:23])[CH3:22])[CH:16]=[CH:15]2. (4) Given the reactants [Cl:1][C:2]1[CH:8]=[CH:7][CH:6]=[CH:5][C:3]=1[NH2:4].CO[CH:11](OC)[N:12]([CH3:14])[CH3:13], predict the reaction product. The product is: [CH3:11][N:12]([CH3:14])[CH:13]=[N:4][C:3]1[CH:5]=[CH:6][CH:7]=[CH:8][C:2]=1[Cl:1]. (5) Given the reactants [Cl:1][CH2:2][CH2:3][CH2:4][CH:5]1[S:10][C:9]2[CH:11]=[CH:12][CH:13]=[CH:14][C:8]=2[N:7]([C:15]2[CH:20]=[CH:19][C:18]([Cl:21])=[CH:17][CH:16]=2)[S:6]1(=[O:23])=[O:22].[CH3:24][NH2:25].Cl, predict the reaction product. The product is: [ClH:1].[CH3:24][NH:25][CH2:2][CH2:3][CH2:4][CH:5]1[S:10][C:9]2[CH:11]=[CH:12][CH:13]=[CH:14][C:8]=2[N:7]([C:15]2[CH:20]=[CH:19][C:18]([Cl:21])=[CH:17][CH:16]=2)[S:6]1(=[O:23])=[O:22]. (6) Given the reactants C1N=C(N)C2N=CN([C@@H]3O[C@H](COP(OP(OC[C@H]4O[C@@H:29]([N:31]5[CH:36]=[C:35]([C:37](N)=O)[CH2:34][CH:33]=[CH:32]5)[C@H:28](O)[C@@H:27]4O)(O)=O)(O)=O)[C@@H](O)[C@H]3OP(O)(O)=O)C=2N=1.[Mg+2].[Cl-].[Cl-].C(N(CC(O)=O)CC(O)=O)CN(CC(O)=O)CC(O)=O.C(#N)C, predict the reaction product. The product is: [NH:31]1[C:29]2[C:34](=[CH:33][CH:32]=[CH:27][CH:28]=2)[C:35]([CH3:37])=[CH:36]1. (7) The product is: [C:1]([CH:5]1[CH2:6][CH2:7][CH:8]([N:11]([CH2:24][C:25]2[CH:26]=[CH:27][C:28]([C:29]([OH:31])=[O:30])=[CH:33][CH:34]=2)[C:12]2[N:16]([CH3:17])[C:15]3[CH:18]=[CH:19][C:20]([O:22][CH3:23])=[CH:21][C:14]=3[N:13]=2)[CH2:9][CH2:10]1)([CH3:4])([CH3:2])[CH3:3]. Given the reactants [C:1]([CH:5]1[CH2:10][CH2:9][CH:8]([N:11]([CH2:24][C:25]2[CH:34]=[CH:33][C:28]([C:29]([O:31]C)=[O:30])=[CH:27][CH:26]=2)[C:12]2[N:16]([CH3:17])[C:15]3[CH:18]=[CH:19][C:20]([O:22][CH3:23])=[CH:21][C:14]=3[N:13]=2)[CH2:7][CH2:6]1)([CH3:4])([CH3:3])[CH3:2].[Li+].[OH-].CCOC(C)=O.Cl, predict the reaction product. (8) Given the reactants [Cl:1][C:2]1[C:3]([F:13])=[CH:4][CH:5]=[C:6]2[C:11]=1[C:10](=[O:12])[NH:9][CH2:8][CH2:7]2.I[C:15]1[CH:16]=[N:17][CH:18]=[CH:19][C:20]=1[CH3:21].P([O-])([O-])([O-])=O.[K+].[K+].[K+], predict the reaction product. The product is: [Cl:1][C:2]1[C:3]([F:13])=[CH:4][CH:5]=[C:6]2[C:11]=1[C:10](=[O:12])[N:9]([C:15]1[CH:16]=[N:17][CH:18]=[CH:19][C:20]=1[CH3:21])[CH2:8][CH2:7]2. (9) Given the reactants [NH2:1][C:2]1[CH:3]=[C:4]([C:8]2[C:16]([C:17]3[CH:22]=[CH:21][N:20]=[C:19]([NH:23][C:24]4[CH:33]=[CH:32][C:27]5[O:28][CH2:29][CH2:30][O:31][C:26]=5[CH:25]=4)[N:18]=3)=[C:11]3[CH:12]=[CH:13][CH:14]=[CH:15][N:10]3[N:9]=2)[CH:5]=[CH:6][CH:7]=1.[Cl:34][C:35]1[CH:43]=[CH:42][CH:41]=[CH:40][C:36]=1[C:37](Cl)=[O:38], predict the reaction product. The product is: [Cl:34][C:35]1[CH:43]=[CH:42][CH:41]=[CH:40][C:36]=1[C:37]([NH:1][C:2]1[CH:7]=[CH:6][CH:5]=[C:4]([C:8]2[C:16]([C:17]3[CH:22]=[CH:21][N:20]=[C:19]([NH:23][C:24]4[CH:33]=[CH:32][C:27]5[O:28][CH2:29][CH2:30][O:31][C:26]=5[CH:25]=4)[N:18]=3)=[C:11]3[CH:12]=[CH:13][CH:14]=[CH:15][N:10]3[N:9]=2)[CH:3]=1)=[O:38]. (10) The product is: [Cl:47][Si:48]([CH3:50])([CH3:49])[CH:30]1[C:14]2[N:13]([CH3:12])[C:21]3[C:16]([C:15]=2[C:24]2[C:29]1=[CH:28][CH:27]=[CH:26][CH:25]=2)=[CH:17][C:18]([O:22][CH3:23])=[CH:19][CH:20]=3. Given the reactants [Li]CCCC.CCCCCC.[CH3:12][N:13]1[C:21]2[C:16](=[CH:17][C:18]([O:22][CH3:23])=[CH:19][CH:20]=2)[C:15]2[C:24]3[C:29]([CH2:30][C:14]1=2)=[CH:28][CH:27]=[CH:26][CH:25]=3.N1C2C(C=CC3C=2C=C2C=3C=CC=C2)=CC=1.[Cl:47][Si:48](Cl)([CH3:50])[CH3:49], predict the reaction product.